From a dataset of Forward reaction prediction with 1.9M reactions from USPTO patents (1976-2016). Predict the product of the given reaction. (1) Given the reactants [CH2:1]1[CH:9]2[CH:4]([CH2:5][CH:6]=[CH:7][CH2:8]2)[CH2:3][NH:2]1.C(N(CC)CC)C.Cl[C:18]([O:20][CH2:21][C:22]1[CH:27]=[CH:26][CH:25]=[CH:24][CH:23]=1)=[O:19].O, predict the reaction product. The product is: [CH2:1]1[CH:9]2[CH:4]([CH2:5][CH:6]=[CH:7][CH2:8]2)[CH2:3][N:2]1[C:18]([O:20][CH2:21][C:22]1[CH:27]=[CH:26][CH:25]=[CH:24][CH:23]=1)=[O:19]. (2) Given the reactants Cl[CH:2]1[CH2:8][CH:7]([CH:9]([CH3:11])[CH3:10])[CH2:6][CH2:5][NH:4][C:3]1=[O:12].[N-:13]=[N+:14]=[N-:15].[Na+].C(Cl)Cl, predict the reaction product. The product is: [N:13]([CH:2]1[CH2:8][CH:7]([CH:9]([CH3:11])[CH3:10])[CH2:6][CH2:5][NH:4][C:3]1=[O:12])=[N+:14]=[N-:15]. (3) Given the reactants [O:1]=[C:2]1[N:11]([CH2:12][CH2:13][CH2:14][NH:15][CH2:16][CH2:17][CH2:18][CH2:19][NH:20][CH2:21][CH2:22][CH2:23][NH:24][C:25](=[O:33])[C:26]2[CH:31]=[CH:30][C:29]([OH:32])=[CH:28][CH:27]=2)[C:10](=[O:34])[C:9]2[C:4](=[CH:5][CH:6]=[CH:7][CH:8]=2)[NH:3]1.[C:35](OC(=O)C)(=[O:37])[CH3:36], predict the reaction product. The product is: [C:35]([N:20]([CH2:19][CH2:18][CH2:17][CH2:16][NH:15][CH2:14][CH2:13][CH2:12][N:11]1[C:10](=[O:34])[C:9]2[C:4](=[CH:5][CH:6]=[CH:7][CH:8]=2)[NH:3][C:2]1=[O:1])[CH2:21][CH2:22][CH2:23][NH:24][C:25](=[O:33])[C:26]1[CH:31]=[CH:30][C:29]([OH:32])=[CH:28][CH:27]=1)(=[O:37])[CH3:36]. (4) Given the reactants Cl[C:2]1[N:7]=[N:6][CH:5]=[C:4]([C:8]2[CH:9]=[C:10]([CH:15]=[CH:16][CH:17]=2)[C:11]([O:13][CH3:14])=[O:12])[CH:3]=1.[C:18](=[NH:31])([C:25]1[CH:30]=[CH:29][CH:28]=[CH:27][CH:26]=1)[C:19]1[CH:24]=[CH:23][CH:22]=[CH:21][CH:20]=1.C(=O)([O-])[O-].[Cs+].[Cs+], predict the reaction product. The product is: [C:19]1([C:18](=[N:31][C:2]2[N:7]=[N:6][CH:5]=[C:4]([C:8]3[CH:9]=[C:10]([CH:15]=[CH:16][CH:17]=3)[C:11]([O:13][CH3:14])=[O:12])[CH:3]=2)[C:25]2[CH:26]=[CH:27][CH:28]=[CH:29][CH:30]=2)[CH:24]=[CH:23][CH:22]=[CH:21][CH:20]=1. (5) Given the reactants [C:1]([O:10]C)(=O)[C:2]1[C:3](=[CH:5][CH:6]=[CH:7][CH:8]=1)[SH:4].[C:12]([C:14]1[CH:19]=[CH:18][CH:17]=[CH:16][N:15]=1)#[N:13].C(N(CC)CC)C, predict the reaction product. The product is: [N:15]1[CH:16]=[CH:17][CH:18]=[CH:19][C:14]=1[C:12]1[S:4][C:3]2[CH:5]=[CH:6][CH:7]=[CH:8][C:2]=2[C:1](=[O:10])[N:13]=1. (6) Given the reactants C([O:4][C@H:5]1[C@@H:31]([O:32]C(=O)C)[C@H:30]([O:36]C(=O)C)[C@@H:29]([CH2:40][O:41]C(=O)C)[O:28][C@@H:6]1[O:7][C:8]1[CH:13]=[CH:12][C:11]([N:14]2[C:22]3[C:17](=[CH:18][C:19]([N+:23]([O-:25])=[O:24])=[CH:20][CH:21]=3)[CH:16]=[CH:15]2)=[CH:10][C:9]=1[O:26][CH3:27])(=O)C.CO[Na].CO, predict the reaction product. The product is: [O:7]([C:8]1[CH:13]=[CH:12][C:11]([N:14]2[C:22]3[C:17](=[CH:18][C:19]([N+:23]([O-:25])=[O:24])=[CH:20][CH:21]=3)[CH:16]=[CH:15]2)=[CH:10][C:9]=1[O:26][CH3:27])[C@H:6]1[O:28][C@H:29]([CH2:40][OH:41])[C@@H:30]([OH:36])[C@H:31]([OH:32])[C@@H:5]1[OH:4].